From a dataset of Full USPTO retrosynthesis dataset with 1.9M reactions from patents (1976-2016). Predict the reactants needed to synthesize the given product. (1) Given the product [Cl:23][C:3]1[C:4]([CH2:5][N:6]2[CH2:11][CH2:10][N:9]([C:12]([CH:14]3[CH2:18][CH2:17][CH2:16][CH2:15]3)=[O:13])[C@@H:8]([CH3:19])[CH2:7]2)=[CH:20][CH:21]=[CH:22][C:2]=1[NH:1][C:29](=[O:30])[C:28]1[CH:32]=[CH:33][CH:34]=[C:26]([C:24]#[N:25])[CH:27]=1, predict the reactants needed to synthesize it. The reactants are: [NH2:1][C:2]1[C:3]([Cl:23])=[C:4]([CH:20]=[CH:21][CH:22]=1)[CH2:5][N:6]1[CH2:11][CH2:10][N:9]([C:12]([CH:14]2[CH2:18][CH2:17][CH2:16][CH2:15]2)=[O:13])[C@@H:8]([CH3:19])[CH2:7]1.[C:24]([C:26]1[CH:27]=[C:28]([CH:32]=[CH:33][CH:34]=1)[C:29](Cl)=[O:30])#[N:25].C([O-])([O-])=O.[Na+].[Na+]. (2) Given the product [C:22]([O:26][C:27]([NH:29][C:30]1[CH:35]=[CH:34][C:33]([C:36]2[S:37][CH:38]=[CH:39][CH:40]=2)=[CH:32][C:31]=1[NH:41][C:42]([C:44]1[CH:49]=[CH:48][C:47]([CH:3]([N:17]2[CH2:21][CH2:20][CH2:19][CH2:18]2)[C:2]([OH:6])=[O:5])=[CH:46][CH:45]=1)=[O:43])=[O:28])([CH3:25])([CH3:23])[CH3:24], predict the reactants needed to synthesize it. The reactants are: O.[C:2]([OH:6])(=[O:5])[CH:3]=O.C(O)(C(F)(F)F)C(F)(F)F.[NH:17]1[CH2:21][CH2:20][CH2:19][CH2:18]1.[C:22]([O:26][C:27]([NH:29][C:30]1[CH:35]=[CH:34][C:33]([C:36]2[S:37][CH:38]=[CH:39][CH:40]=2)=[CH:32][C:31]=1[NH:41][C:42]([C:44]1[CH:49]=[CH:48][C:47](B(O)O)=[CH:46][CH:45]=1)=[O:43])=[O:28])([CH3:25])([CH3:24])[CH3:23]. (3) Given the product [Cl:10][CH2:11][C:12]([NH:5][C:4]1[CH:3]=[C:2]([F:1])[CH:8]=[C:7]([F:9])[CH:6]=1)=[O:13], predict the reactants needed to synthesize it. The reactants are: [F:1][C:2]1[CH:3]=[C:4]([CH:6]=[C:7]([F:9])[CH:8]=1)[NH2:5].[Cl:10][CH2:11][C:12](Cl)=[O:13].O.C(OCC)(=O)C. (4) The reactants are: F[C:2]1[CH:9]=[CH:8][C:5]([C:6]#[N:7])=[CH:4][C:3]=1[CH:10]=[O:11].[Br:12][C:13]1[CH:18]=[CH:17][C:16]([OH:19])=[CH:15][C:14]=1[CH2:20][OH:21].C(=O)([O-])[O-].[K+].[K+].C(OCC)(=O)C.O. Given the product [Br:12][C:13]1[CH:18]=[CH:17][C:16]([O:19][C:2]2[CH:9]=[CH:8][C:5]([C:6]#[N:7])=[CH:4][C:3]=2[CH:10]=[O:11])=[CH:15][C:14]=1[CH2:20][OH:21], predict the reactants needed to synthesize it. (5) Given the product [CH3:11][O:12][CH2:13][CH2:14][O:15][C:2]1[C:3]2[CH:10]=[CH:9][NH:8][C:4]=2[N:5]=[CH:6][N:7]=1, predict the reactants needed to synthesize it. The reactants are: Cl[C:2]1[C:3]2[CH:10]=[CH:9][NH:8][C:4]=2[N:5]=[CH:6][N:7]=1.[CH3:11][O:12][CH2:13][CH2:14][OH:15].[OH-].[K+]. (6) Given the product [N:41]1[N:40]=[CH:39][N:38]([NH:37][C:13]([C:10]2[CH:11]=[N:12][C:7]([C:1]3[CH:2]=[CH:3][CH:4]=[CH:5][CH:6]=3)=[N:8][CH:9]=2)=[O:15])[CH:42]=1, predict the reactants needed to synthesize it. The reactants are: [C:1]1([C:7]2[N:12]=[CH:11][C:10]([C:13]([OH:15])=O)=[CH:9][N:8]=2)[CH:6]=[CH:5][CH:4]=[CH:3][CH:2]=1.CN(C)CCCN=C=NCC.ON1C2C=CC=CC=2N=N1.[NH2:37][N:38]1[CH:42]=[N:41][N:40]=[CH:39]1. (7) Given the product [CH3:14][O:15][C:16]1[CH:25]=[C:24]([O:26][CH3:27])[CH:23]=[C:22]2[C:17]=1[C:18](=[O:41])[NH:19][C:20]([C:28]1[C:33]([NH:34][CH:35]3[CH2:40][CH2:39][N:38]([C:6](=[O:11])[C:7]([F:8])([F:9])[F:10])[CH2:37][CH2:36]3)=[CH:32][CH:31]=[CH:30][N:29]=1)=[N:21]2, predict the reactants needed to synthesize it. The reactants are: [F:8][C:7]([F:10])([F:9])[C:6](O[C:6](=[O:11])[C:7]([F:10])([F:9])[F:8])=[O:11].[CH3:14][O:15][C:16]1[CH:25]=[C:24]([O:26][CH3:27])[CH:23]=[C:22]2[C:17]=1[C:18](=[O:41])[NH:19][C:20]([C:28]1[C:33]([NH:34][CH:35]3[CH2:40][CH2:39][NH:38][CH2:37][CH2:36]3)=[CH:32][CH:31]=[CH:30][N:29]=1)=[N:21]2.C(N(CC)CC)C.